This data is from Peptide-MHC class I binding affinity with 185,985 pairs from IEDB/IMGT. The task is: Regression. Given a peptide amino acid sequence and an MHC pseudo amino acid sequence, predict their binding affinity value. This is MHC class I binding data. (1) The peptide sequence is TSAYLISIFL. The MHC is HLA-A31:01 with pseudo-sequence HLA-A31:01. The binding affinity (normalized) is 0.257. (2) The peptide sequence is RSWAHNSL. The MHC is HLA-B44:03 with pseudo-sequence HLA-B44:03. The binding affinity (normalized) is 0.0194. (3) The peptide sequence is IAVSVYGAI. The MHC is HLA-A02:06 with pseudo-sequence HLA-A02:06. The binding affinity (normalized) is 0.353. (4) The peptide sequence is DEVASTHDW. The MHC is HLA-B08:01 with pseudo-sequence HLA-B08:01. The binding affinity (normalized) is 0.597.